Regression. Given a peptide amino acid sequence and an MHC pseudo amino acid sequence, predict their binding affinity value. This is MHC class I binding data. From a dataset of Peptide-MHC class I binding affinity with 185,985 pairs from IEDB/IMGT. (1) The peptide sequence is VIYQYMDDL. The MHC is HLA-A68:02 with pseudo-sequence HLA-A68:02. The binding affinity (normalized) is 0.0877. (2) The peptide sequence is QMLSVVGFLV. The MHC is HLA-A02:01 with pseudo-sequence HLA-A02:01. The binding affinity (normalized) is 0.814. (3) The peptide sequence is NQVIVNNLDK. The MHC is HLA-A11:01 with pseudo-sequence HLA-A11:01. The binding affinity (normalized) is 0.122. (4) The peptide sequence is SNFTSTTVK. The MHC is HLA-A68:01 with pseudo-sequence HLA-A68:01. The binding affinity (normalized) is 0.513. (5) The peptide sequence is NHYLCLNCL. The MHC is HLA-B44:02 with pseudo-sequence HLA-B44:02. The binding affinity (normalized) is 0.0847. (6) The peptide sequence is FLRGRAYGI. The MHC is HLA-B57:01 with pseudo-sequence HLA-B57:01. The binding affinity (normalized) is 0.0647. (7) The peptide sequence is ITSKSRQVL. The MHC is HLA-A26:01 with pseudo-sequence HLA-A26:01. The binding affinity (normalized) is 0.0847. (8) The MHC is HLA-A31:01 with pseudo-sequence HLA-A31:01. The binding affinity (normalized) is 0.0847. The peptide sequence is LVTMGTGTFGR. (9) The peptide sequence is IVDSMIIGHI. The MHC is HLA-A02:03 with pseudo-sequence HLA-A02:03. The binding affinity (normalized) is 0.507. (10) The binding affinity (normalized) is 0.378. The MHC is HLA-B54:01 with pseudo-sequence HLA-B54:01. The peptide sequence is IPFLTKFKL.